Dataset: Full USPTO retrosynthesis dataset with 1.9M reactions from patents (1976-2016). Task: Predict the reactants needed to synthesize the given product. Given the product [C:20]([O:19][C:17]([N:13]1[CH2:14][CH2:15][O:16][C@H:11]([CH2:10][N:9]2[C:3]3[CH:4]=[CH:5][C:6]([CH3:8])=[CH:7][C:2]=3[N:1]=[C:34]2[C:33]2[C:32]([F:36])=[CH:31][C:27]([C:28]([OH:30])=[O:29])=[CH:26][C:25]=2[F:24])[CH2:12]1)=[O:18])([CH3:23])([CH3:22])[CH3:21], predict the reactants needed to synthesize it. The reactants are: [NH2:1][C:2]1[CH:7]=[C:6]([CH3:8])[CH:5]=[CH:4][C:3]=1[NH:9][CH2:10][C@H:11]1[O:16][CH2:15][CH2:14][N:13]([C:17]([O:19][C:20]([CH3:23])([CH3:22])[CH3:21])=[O:18])[CH2:12]1.[F:24][C:25]1[CH:26]=[C:27]([CH:31]=[C:32]([F:36])[C:33]=1[CH:34]=O)[C:28]([OH:30])=[O:29].C(O)(=O)C.